The task is: Predict the product of the given reaction.. This data is from Forward reaction prediction with 1.9M reactions from USPTO patents (1976-2016). (1) Given the reactants [CH3:1][O:2][C:3]1[C:8]([CH2:9][N:10]2[CH2:15][CH2:14][CH:13]([CH2:16][CH2:17][C:18]3[C:19](=[O:24])[NH:20][CH:21]=[CH:22][CH:23]=3)[CH2:12][CH2:11]2)=[CH:7][CH:6]=[CH:5][N:4]=1.Br[CH2:26][CH2:27][CH2:28][C:29]#[N:30].C(=O)([O-])[O-].[K+].[K+].C(OCC)(=O)C, predict the reaction product. The product is: [CH3:1][O:2][C:3]1[C:8]([CH2:9][N:10]2[CH2:11][CH2:12][CH:13]([CH2:16][CH2:17][C:18]3[C:19]([O:24][CH2:26][CH2:27][CH2:28][C:29]#[N:30])=[N:20][CH:21]=[CH:22][CH:23]=3)[CH2:14][CH2:15]2)=[CH:7][CH:6]=[CH:5][N:4]=1. (2) Given the reactants [CH2:1]([O:8][C:9](=[O:24])[CH2:10][CH2:11][C@H:12]([NH:16][C:17]([O:19][C:20]([CH3:23])([CH3:22])[CH3:21])=[O:18])[C:13]([OH:15])=[O:14])[C:2]1[CH:7]=[CH:6][CH:5]=[CH:4][CH:3]=1.F[P-](F)(F)(F)(F)F.N1(O[P+](N(C)C)(N(C)C)N(C)C)C2C=CC=C[C:35]=2N=N1.CN1CCOCC1.[OH-].[Na+], predict the reaction product. The product is: [CH3:35][O:14][C:13](=[O:15])[C@@H:12]([NH:16][C:17]([O:19][C:20]([CH3:21])([CH3:23])[CH3:22])=[O:18])[CH2:11][CH2:10][C:9]([O:8][CH2:1][C:2]1[CH:7]=[CH:6][CH:5]=[CH:4][CH:3]=1)=[O:24]. (3) Given the reactants CC1(C)C[CH:10]([NH2:12])[C:9]2[C:4](=[CH:5][CH:6]=[CH:7]C=2)[O:3]1.[N:14]1[C:23]2[C:18](=[CH:19][CH:20]=[CH:21][CH:22]=2)[CH:17]=[CH:16][C:15]=1/[CH:24]=[CH:25]/[C:26]([OH:28])=O.CCN=C=NCCCN(C)C.[ClH:40].[CH:41]1[CH:42]=[CH:43][C:44]2N(O)N=N[C:45]=2[CH:46]=1.C(N(CC)CC)C, predict the reaction product. The product is: [Cl:40][C:41]1[CH:46]=[C:45]2[C:44](=[CH:43][CH:42]=1)[O:3][C:4]1([CH2:5][CH2:6][CH2:7]1)[CH2:9][CH:10]2[NH:12][C:26](=[O:28])/[CH:25]=[CH:24]/[C:15]1[CH:16]=[CH:17][C:18]2[C:23](=[CH:22][CH:21]=[CH:20][CH:19]=2)[N:14]=1. (4) Given the reactants [OH:1][C@H:2]1[C:10]2[C:5](=[CH:6][CH:7]=[CH:8][CH:9]=2)[CH2:4][C@:3]1([CH2:20][C:21]1[CH:30]=[CH:29][C:24]([C:25]([O:27][CH3:28])=[O:26])=[CH:23][CH:22]=1)[C:11]1[CH2:12][C:13]2[C:18]([CH:19]=1)=[CH:17][CH:16]=[CH:15][CH:14]=2.C1CCC(N=C=NC2CCCCC2)CC1.C([NH:63][C@H:64]([C:69](O)=[O:70])[CH2:65][CH:66]([CH3:68])[CH3:67])(OCC1C2C(=CC=CC=2)C2C1=CC=CC=2)=O, predict the reaction product. The product is: [NH2:63][C@@H:64]([CH2:65][CH:66]([CH3:68])[CH3:67])[C:69]([O:1][C@H:2]1[C:10]2[C:5](=[CH:6][CH:7]=[CH:8][CH:9]=2)[CH2:4][C@:3]1([CH2:20][C:21]1[CH:30]=[CH:29][C:24]([C:25]([O:27][CH3:28])=[O:26])=[CH:23][CH:22]=1)[C:11]1[CH2:12][C:13]2[C:18]([CH:19]=1)=[CH:17][CH:16]=[CH:15][CH:14]=2)=[O:70]. (5) Given the reactants Br[C:2]1[CH:3]=[N:4][C:5]([C:8]([OH:10])=[O:9])=[N:6][CH:7]=1.[F:11][C:12]1[N:17]=[CH:16][C:15](B(O)O)=[CH:14][CH:13]=1, predict the reaction product. The product is: [F:11][C:12]1[N:17]=[CH:16][C:15]([C:2]2[CH:3]=[N:4][C:5]([C:8]([OH:10])=[O:9])=[N:6][CH:7]=2)=[CH:14][CH:13]=1. (6) Given the reactants [N+:1]([O-:4])(O)=[O:2].CC(OCC1C2C(=CC=CC=2)C(COC(C)=O)=C2C=1C=CC=C2)=O.[OH:29][C:30]1[C:37]([CH3:38])=[C:36]([CH3:39])[CH:35]=[C:34]([CH3:40])[C:31]=1[CH:32]=[O:33].C(=O)(O)[O-].[Na+], predict the reaction product. The product is: [OH:29][C:30]1[C:37]([CH3:38])=[C:36]([CH3:39])[C:35]([N+:1]([O-:4])=[O:2])=[C:34]([CH3:40])[C:31]=1[CH:32]=[O:33].